This data is from Catalyst prediction with 721,799 reactions and 888 catalyst types from USPTO. The task is: Predict which catalyst facilitates the given reaction. (1) Reactant: [CH2:1]([N:8]1[CH2:13][CH2:12][N:11]([C:14]2[C:15]3[S:21][CH:20]=[CH:19][C:16]=3[NH:17][N:18]=2)[CH2:10][CH2:9]1)[C:2]1[CH:7]=[CH:6][CH:5]=[CH:4][CH:3]=1.[CH3:22]C(C)([O-])C.[K+].CI.C([O-])(O)=O.[Na+]. Product: [CH2:1]([N:8]1[CH2:13][CH2:12][N:11]([C:14]2[C:15]3[S:21][CH:20]=[CH:19][C:16]=3[N:17]([CH3:22])[N:18]=2)[CH2:10][CH2:9]1)[C:2]1[CH:3]=[CH:4][CH:5]=[CH:6][CH:7]=1. The catalyst class is: 1. (2) Reactant: [Cl:1][C:2]1[CH:7]=[CH:6][CH:5]=[CH:4][C:3]=1[N:8]1[C:12]([S:13]([C:16]2[CH:21]=[CH:20][CH:19]=[C:18]([C:22]#[N:23])[CH:17]=2)(=[O:15])=[O:14])=[CH:11][C:10]([CH2:24][N:25](C)[C:26](=O)OC(C)(C)C)=[N:9]1.C(OCC)(=O)C.Cl. Product: [ClH:1].[Cl:1][C:2]1[CH:7]=[CH:6][CH:5]=[CH:4][C:3]=1[N:8]1[C:12]([S:13]([C:16]2[CH:17]=[C:18]([CH:19]=[CH:20][CH:21]=2)[C:22]#[N:23])(=[O:14])=[O:15])=[CH:11][C:10]([CH2:24][NH:25][CH3:26])=[N:9]1. The catalyst class is: 8. (3) Reactant: [CH2:1]([C:3]1[C:12]2[C:11](=[O:13])[O:10][C:9]([C:14]3[C:15](F)=[N:16][CH:17]=[CH:18][CH:19]=3)=[N:8][C:7]=2[CH:6]=[C:5]([O:21][CH3:22])[CH:4]=1)[CH3:2].[CH3:23][N:24]([CH3:30])[C@H:25]1[CH2:29][CH2:28][NH:27][CH2:26]1. Product: [CH3:23][N:24]([CH3:30])[C@H:25]1[CH2:29][CH2:28][N:27]([C:15]2[C:14]([C:9]3[O:10][C:11](=[O:13])[C:12]4[C:3]([CH2:1][CH3:2])=[CH:4][C:5]([O:21][CH3:22])=[CH:6][C:7]=4[N:8]=3)=[CH:19][CH:18]=[CH:17][N:16]=2)[CH2:26]1. The catalyst class is: 12. (4) Reactant: [F:1][CH:2]([F:31])[C:3]1[CH:12]=[C:11]2[C:6]([CH2:7][CH2:8][CH2:9][N:10]2[C:13]2[C:17]3[CH2:18][N:19]([C:22](=[O:24])[CH3:23])[CH2:20][CH2:21][C:16]=3[NH:15][N:14]=2)=[CH:5][C:4]=1[C:25]1[CH:26]=[N:27][N:28]([CH3:30])[CH:29]=1.C([O-])([O-])=O.[Cs+].[Cs+].CS(O[CH:43]1[CH2:48][CH2:47][C:46]([F:50])([F:49])[CH2:45][CH2:44]1)(=O)=O. Product: [F:49][C:46]1([F:50])[CH2:47][CH2:48][CH:43]([N:15]2[C:16]3[CH2:21][CH2:20][N:19]([C:22](=[O:24])[CH3:23])[CH2:18][C:17]=3[C:13]([N:10]3[C:11]4[C:6](=[CH:5][C:4]([C:25]5[CH:26]=[N:27][N:28]([CH3:30])[CH:29]=5)=[C:3]([CH:2]([F:1])[F:31])[CH:12]=4)[CH2:7][CH2:8][CH2:9]3)=[N:14]2)[CH2:44][CH2:45]1. The catalyst class is: 3. (5) Reactant: [O:1]1[CH2:5][CH2:4][CH2:3][CH2:2]1.C([N-]C(C)C)(C)C.[Li+].[C:14]([C:16]1[S:17]C=CC=1)#[N:15].C(O)(=O)CC(CC(O)=O)(C(O)=O)O. Product: [CH:2]([C:3]1[S:17][C:16]([C:14]#[N:15])=[CH:5][CH:4]=1)=[O:1]. The catalyst class is: 145.